From a dataset of Full USPTO retrosynthesis dataset with 1.9M reactions from patents (1976-2016). Predict the reactants needed to synthesize the given product. Given the product [Si:22]([O:21][C:14]1[CH:15]=[CH:16][CH:17]=[C:18]2[C:13]=1[N:12]=[C:11]([C:8]1[N:6]3[CH:7]=[C:2]([CH:29]4[CH2:31][CH2:30]4)[CH:3]=[CH:4][C:5]3=[N:10][N:9]=1)[CH:20]=[CH:19]2)([C:25]([CH3:28])([CH3:27])[CH3:26])([CH3:24])[CH3:23], predict the reactants needed to synthesize it. The reactants are: Br[C:2]1[CH:3]=[CH:4][C:5]2[N:6]([C:8]([C:11]3[CH:20]=[CH:19][C:18]4[C:13](=[C:14]([O:21][Si:22]([C:25]([CH3:28])([CH3:27])[CH3:26])([CH3:24])[CH3:23])[CH:15]=[CH:16][CH:17]=4)[N:12]=3)=[N:9][N:10]=2)[CH:7]=1.[CH:29]1(B(O)O)[CH2:31][CH2:30]1.P(C1CCCCC1)(C1CCCCC1)C1CCCCC1.[O-]P([O-])([O-])=O.[K+].[K+].[K+].